Dataset: Full USPTO retrosynthesis dataset with 1.9M reactions from patents (1976-2016). Task: Predict the reactants needed to synthesize the given product. (1) Given the product [NH2:11][C@H:12]([C:18]([OH:20])=[O:19])[CH2:13][CH2:14][CH2:15][CH2:16][NH2:17].[C:1]([O-:10])(=[O:9])[CH2:2][CH2:3][CH2:4][CH2:5][CH2:6][CH2:7][CH3:8], predict the reactants needed to synthesize it. The reactants are: [C:1]([OH:10])(=[O:9])[CH2:2][CH2:3][CH2:4][CH2:5][CH2:6][CH2:7][CH3:8].[NH2:11][C@H:12]([C:18]([OH:20])=[O:19])[CH2:13][CH2:14][CH2:15][CH2:16][NH2:17]. (2) Given the product [F:46][C:22]1([F:21])[CH2:23][CH2:24][C@@H:25]([NH:31][C:32](=[O:33])[C:34]2[CH:35]=[CH:36][C:37]([N:40]3[CH:44]=[CH:43][C:42]([CH3:45])=[N:41]3)=[CH:38][CH:39]=2)[C@@H:26]([C:28]([N:20]2[C@@H:16]3[C@@H:17]([C@H:8]([C:5]4[CH:6]=[CH:7][S:3][CH:4]=4)[NH:9][C:10]4[CH:11]=[CH:12][CH:13]=[CH:14][C:15]=43)[CH2:18][CH2:19]2)=[O:29])[CH2:27]1, predict the reactants needed to synthesize it. The reactants are: Cl.Cl.[S:3]1[CH:7]=[CH:6][C:5]([CH:8]2[CH:17]3[CH2:18][CH2:19][NH:20][CH:16]3[C:15]3[CH:14]=[CH:13][CH:12]=[CH:11][C:10]=3[NH:9]2)=[CH:4]1.[F:21][C:22]1([F:46])[CH2:27][C@H:26]([C:28](O)=[O:29])[C@H:25]([NH:31][C:32]([C:34]2[CH:39]=[CH:38][C:37]([N:40]3[CH:44]=[CH:43][C:42]([CH3:45])=[N:41]3)=[CH:36][CH:35]=2)=[O:33])[CH2:24][CH2:23]1. (3) Given the product [O:1]([C:8]1[CH:9]=[CH:10][C:11]([CH2:14][C:15]([N:33]2[CH2:34][CH2:35][N:30]([C:36]3[N:43]=[CH:42][CH:41]=[CH:40][C:37]=3[C:38]#[N:39])[CH2:31][CH2:32]2)=[O:17])=[CH:12][CH:13]=1)[C:2]1[CH:3]=[CH:4][CH:5]=[CH:6][CH:7]=1, predict the reactants needed to synthesize it. The reactants are: [O:1]([C:8]1[CH:13]=[CH:12][C:11]([CH2:14][C:15]([OH:17])=O)=[CH:10][CH:9]=1)[C:2]1[CH:7]=[CH:6][CH:5]=[CH:4][CH:3]=1.N1(C(N2C=CN=C2)=O)C=CN=C1.[N:30]1([C:36]2[N:43]=[CH:42][CH:41]=[CH:40][C:37]=2[C:38]#[N:39])[CH2:35][CH2:34][NH:33][CH2:32][CH2:31]1. (4) Given the product [Cl:1][C:2]1[C:11]2[C:6](=[CH:7][CH:8]=[CH:9][CH:10]=2)[CH:5]=[CH:4][C:3]=1[CH2:12][CH2:13][CH2:14][NH:15][CH2:22][C:17]1[CH:18]=[CH:19][CH:20]=[CH:21][N:16]=1, predict the reactants needed to synthesize it. The reactants are: [Cl:1][C:2]1[C:11]2[C:6](=[CH:7][CH:8]=[CH:9][CH:10]=2)[CH:5]=[CH:4][C:3]=1[CH2:12][CH2:13][CH2:14][NH2:15].[N:16]1[CH:21]=[CH:20][CH:19]=[CH:18][C:17]=1[CH:22]=O.